From a dataset of Full USPTO retrosynthesis dataset with 1.9M reactions from patents (1976-2016). Predict the reactants needed to synthesize the given product. (1) Given the product [C:1]([O:5][C:6](=[O:42])[NH:7][CH2:8][CH2:9][CH2:10][N:11]1[C:20]2[CH:19]=[CH:18][C:17]([Cl:21])=[CH:16][C:15]=2[C:14]2=[N:22][N:23]([CH:35]3[CH2:40][CH2:39][CH2:38][CH2:37][O:36]3)[C:24]([CH2:25][CH2:26][OH:27])=[C:13]2[C:12]1=[O:41])([CH3:4])([CH3:2])[CH3:3], predict the reactants needed to synthesize it. The reactants are: [C:1]([O:5][C:6](=[O:42])[NH:7][CH2:8][CH2:9][CH2:10][N:11]1[C:20]2[CH:19]=[CH:18][C:17]([Cl:21])=[CH:16][C:15]=2[C:14]2=[N:22][N:23]([CH:35]3[CH2:40][CH2:39][CH2:38][CH2:37][O:36]3)[C:24]([CH2:25][CH2:26][O:27]CC3C=CC=CC=3)=[C:13]2[C:12]1=[O:41])([CH3:4])([CH3:3])[CH3:2]. (2) Given the product [CH:32]1([CH2:38][NH:39][C:9]([C:7]2[C:6]([NH:13][C:14]([C:16]3[C:25]4[C:20](=[CH:21][CH:22]=[CH:23][CH:24]=4)[C:19]([CH2:26][N:27]4[CH:31]=[CH:30][N:29]=[N:28]4)=[CH:18][CH:17]=3)=[O:15])=[CH:5][CH:4]=[C:3]([O:2][CH3:1])[N:8]=2)=[O:10])[CH2:37][CH2:36][CH2:35][CH2:34][CH2:33]1, predict the reactants needed to synthesize it. The reactants are: [CH3:1][O:2][C:3]1[N:8]=[C:7]([C:9](OC)=[O:10])[C:6]([NH:13][C:14]([C:16]2[C:25]3[C:20](=[CH:21][CH:22]=[CH:23][CH:24]=3)[C:19]([CH2:26][N:27]3[CH:31]=[CH:30][N:29]=[N:28]3)=[CH:18][CH:17]=2)=[O:15])=[CH:5][CH:4]=1.[CH:32]1([CH2:38][NH2:39])[CH2:37][CH2:36][CH2:35][CH2:34][CH2:33]1. (3) Given the product [CH:15]1([C:14]2[CH:9]=[CH:10][C:11]([C:34]#[N:35])=[C:12]([OH:37])[N:13]=2)[CH2:17][CH2:16]1, predict the reactants needed to synthesize it. The reactants are: ClC1C=C(O[C:9]2[CH:10]=[C:11]([C:34]#[N:35])[C:12](N3CCN(C(OC(C)(C)C)=O)[C@H](C4CC4)C3)=[N:13][C:14]=2[CH:15]2[CH2:17][CH2:16]2)C=CN=1.C(O)(C(F)(F)F)=[O:37].